From a dataset of Full USPTO retrosynthesis dataset with 1.9M reactions from patents (1976-2016). Predict the reactants needed to synthesize the given product. (1) The reactants are: [CH3:1][C:2]1[CH:15]=[CH:14][C:5]([C:6]([C:8]2[CH:13]=[CH:12][CH:11]=[CH:10][CH:9]=2)=O)=[CH:4][CH:3]=1. Given the product [CH3:1][C:2]1[CH:15]=[CH:14][C:5]([C:6]([C:8]2[CH:13]=[CH:12][CH:11]=[CH:10][CH:9]=2)=[C:6]([C:5]2[CH:4]=[CH:3][C:2]([CH3:1])=[CH:15][CH:14]=2)[C:8]2[CH:9]=[CH:10][CH:11]=[CH:12][CH:13]=2)=[CH:4][CH:3]=1, predict the reactants needed to synthesize it. (2) The reactants are: [C:1](=[O:22])(OC1C=CC([N+]([O-])=O)=CC=1)[O:2][CH2:3][C:4]1[CH:9]=[C:8]([CH3:10])[N:7]=[C:6]([CH3:11])[CH:5]=1.CCN(C(C)C)C(C)C.[CH:32]1([NH2:37])[CH2:36][CH2:35][CH2:34][CH2:33]1.[ClH:38].CCOCC. Given the product [ClH:38].[CH:32]1([NH:37][C:1](=[O:22])[O:2][CH2:3][C:4]2[CH:5]=[C:6]([CH3:11])[N:7]=[C:8]([CH3:10])[CH:9]=2)[CH2:36][CH2:35][CH2:34][CH2:33]1, predict the reactants needed to synthesize it. (3) Given the product [CH3:19][O:20][C:21]1[C:22]([NH:27][C:13](=[O:15])[C:12]2[CH:16]=[CH:17][CH:18]=[C:10]([S:7]([C:1]3[CH:2]=[CH:3][CH:4]=[CH:5][CH:6]=3)(=[O:8])=[O:9])[CH:11]=2)=[N:23][CH:24]=[CH:25][CH:26]=1, predict the reactants needed to synthesize it. The reactants are: [C:1]1([S:7]([C:10]2[CH:11]=[C:12]([CH:16]=[CH:17][CH:18]=2)[C:13]([OH:15])=O)(=[O:9])=[O:8])[CH:6]=[CH:5][CH:4]=[CH:3][CH:2]=1.[CH3:19][O:20][C:21]1[C:22]([NH2:27])=[N:23][CH:24]=[CH:25][CH:26]=1. (4) Given the product [Br:10][C:11]1[CH:12]=[C:13]2[C:14]([CH2:17][CH2:18][N:19]([C:20](=[O:25])[C:21]([F:23])([F:24])[F:22])[CH2:1]2)=[CH:15][CH:16]=1, predict the reactants needed to synthesize it. The reactants are: [C:1](O)(=O)C.S(=O)(=O)(O)O.[Br:10][C:11]1[CH:16]=[CH:15][C:14]([CH2:17][CH2:18][NH:19][C:20](=[O:25])[C:21]([F:24])([F:23])[F:22])=[CH:13][CH:12]=1.C=O. (5) Given the product [F:20][C:21]1[CH:22]=[CH:23][CH:24]=[C:25]([F:27])[C:38]=1[NH:39][C:41]([NH:15][C:14]1[C:10]([C:8]2[NH:7][C:6]3[CH:16]=[C:17]([O:18][CH3:19])[C:3]([O:2][CH3:1])=[CH:4][C:5]=3[N:9]=2)=[N:11][NH:12][CH:13]=1)=[O:42], predict the reactants needed to synthesize it. The reactants are: [CH3:1][O:2][C:3]1[C:17]([O:18][CH3:19])=[CH:16][C:6]2[NH:7][C:8]([C:10]3[C:14]([NH2:15])=[CH:13][NH:12][N:11]=3)=[N:9][C:5]=2[CH:4]=1.[F:20][C:21]1C=[C:25]([F:27])[CH:24]=[CH:23][C:22]=1N=C=O.CCN(CC)CC.[CH3:38][N:39]([CH:41]=[O:42])C. (6) Given the product [CH:32]1[C:31]2[CH:30]([CH2:29][O:28][C:26]([NH:43][NH:44][C:23]([C:21]3[S:22][C:18]([C:16](=[N:15][OH:14])[CH3:17])=[CH:19][CH:20]=3)=[O:25])=[O:27])[C:42]3[C:37](=[CH:38][CH:39]=[CH:40][CH:41]=3)[C:36]=2[CH:35]=[CH:34][CH:33]=1, predict the reactants needed to synthesize it. The reactants are: C1C=CC2N(O)N=NC=2C=1.C(Cl)Cl.[OH:14][N:15]=[C:16]([C:18]1[S:22][C:21]([C:23]([OH:25])=O)=[CH:20][CH:19]=1)[CH3:17].[C:26]([NH:43][NH2:44])([O:28][CH2:29][CH:30]1[C:42]2[C:37](=[CH:38][CH:39]=[CH:40][CH:41]=2)[C:36]2[C:31]1=[CH:32][CH:33]=[CH:34][CH:35]=2)=[O:27]. (7) Given the product [O:13]1[C:17]2[CH:18]=[CH:19][C:20]([N:22]3[C:27](=[O:28])[C:26]([CH2:29][C:30]4[CH:35]=[CH:34][C:33]([C:36]5[CH:41]=[CH:40][CH:39]=[CH:38][C:37]=5[C:42]5[NH:3][C:4](=[O:7])[O:5][N:43]=5)=[CH:32][CH:31]=4)=[C:25]([CH2:44][CH2:45][CH3:46])[N:24]=[C:23]3[CH3:47])=[CH:21][C:16]=2[CH2:15][CH2:14]1, predict the reactants needed to synthesize it. The reactants are: [Cl-].O[NH3+:3].[C:4](=[O:7])([O-])[OH:5].[Na+].CS(C)=O.[O:13]1[C:17]2[CH:18]=[CH:19][C:20]([N:22]3[C:27](=[O:28])[C:26]([CH2:29][C:30]4[CH:35]=[CH:34][C:33]([C:36]5[C:37]([C:42]#[N:43])=[CH:38][CH:39]=[CH:40][CH:41]=5)=[CH:32][CH:31]=4)=[C:25]([CH2:44][CH2:45][CH3:46])[N:24]=[C:23]3[CH3:47])=[CH:21][C:16]=2[CH2:15][CH2:14]1. (8) Given the product [C:14]([O:18][C:19]([N:21]1[CH2:25][C@H:24]([O:26][S:10]([C:7]2[CH:6]=[CH:5][C:4]([N+:1]([O-:3])=[O:2])=[CH:9][CH:8]=2)(=[O:11])=[O:12])[CH2:23][C@H:22]1[C:27](=[O:31])[N:28]([CH3:29])[CH3:30])=[O:20])([CH3:17])([CH3:16])[CH3:15], predict the reactants needed to synthesize it. The reactants are: [N+:1]([C:4]1[CH:9]=[CH:8][C:7]([S:10](Cl)(=[O:12])=[O:11])=[CH:6][CH:5]=1)([O-:3])=[O:2].[C:14]([O:18][C:19]([N:21]1[CH2:25][C@H:24]([OH:26])[CH2:23][C@H:22]1[C:27](=[O:31])[N:28]([CH3:30])[CH3:29])=[O:20])([CH3:17])([CH3:16])[CH3:15].N1C=CC=CC=1.